Dataset: NCI-60 drug combinations with 297,098 pairs across 59 cell lines. Task: Regression. Given two drug SMILES strings and cell line genomic features, predict the synergy score measuring deviation from expected non-interaction effect. (1) Drug 1: CCC(=C(C1=CC=CC=C1)C2=CC=C(C=C2)OCCN(C)C)C3=CC=CC=C3.C(C(=O)O)C(CC(=O)O)(C(=O)O)O. Drug 2: CN(CCCl)CCCl.Cl. Cell line: SW-620. Synergy scores: CSS=34.4, Synergy_ZIP=-3.20, Synergy_Bliss=-0.665, Synergy_Loewe=-22.4, Synergy_HSA=-1.51. (2) Drug 1: CC1=CC=C(C=C1)C2=CC(=NN2C3=CC=C(C=C3)S(=O)(=O)N)C(F)(F)F. Drug 2: CC1CCC2CC(C(=CC=CC=CC(CC(C(=O)C(C(C(=CC(C(=O)CC(OC(=O)C3CCCCN3C(=O)C(=O)C1(O2)O)C(C)CC4CCC(C(C4)OC)O)C)C)O)OC)C)C)C)OC. Cell line: SF-295. Synergy scores: CSS=9.76, Synergy_ZIP=1.20, Synergy_Bliss=12.9, Synergy_Loewe=4.66, Synergy_HSA=3.03. (3) Drug 1: CC1=C(C(CCC1)(C)C)C=CC(=CC=CC(=CC(=O)O)C)C. Drug 2: C1C(C(OC1N2C=NC3=C2NC=NCC3O)CO)O. Cell line: TK-10. Synergy scores: CSS=13.0, Synergy_ZIP=-3.60, Synergy_Bliss=1.86, Synergy_Loewe=-1.73, Synergy_HSA=0.551. (4) Drug 1: CN(C)C1=NC(=NC(=N1)N(C)C)N(C)C. Drug 2: CC1=C2C(C(=O)C3(C(CC4C(C3C(C(C2(C)C)(CC1OC(=O)C(C(C5=CC=CC=C5)NC(=O)OC(C)(C)C)O)O)OC(=O)C6=CC=CC=C6)(CO4)OC(=O)C)O)C)O. Cell line: SR. Synergy scores: CSS=73.1, Synergy_ZIP=-0.836, Synergy_Bliss=2.69, Synergy_Loewe=3.23, Synergy_HSA=5.22. (5) Drug 1: C1=CC(=C2C(=C1NCCNCCO)C(=O)C3=C(C=CC(=C3C2=O)O)O)NCCNCCO. Drug 2: CN(CC1=CN=C2C(=N1)C(=NC(=N2)N)N)C3=CC=C(C=C3)C(=O)NC(CCC(=O)O)C(=O)O. Cell line: UACC62. Synergy scores: CSS=19.2, Synergy_ZIP=-9.02, Synergy_Bliss=-8.24, Synergy_Loewe=-13.9, Synergy_HSA=-3.50. (6) Drug 1: CNC(=O)C1=CC=CC=C1SC2=CC3=C(C=C2)C(=NN3)C=CC4=CC=CC=N4. Drug 2: CN(CC1=CN=C2C(=N1)C(=NC(=N2)N)N)C3=CC=C(C=C3)C(=O)NC(CCC(=O)O)C(=O)O. Cell line: TK-10. Synergy scores: CSS=43.0, Synergy_ZIP=1.82, Synergy_Bliss=-3.00, Synergy_Loewe=-13.1, Synergy_HSA=-4.50. (7) Drug 1: CCC1(CC2CC(C3=C(CCN(C2)C1)C4=CC=CC=C4N3)(C5=C(C=C6C(=C5)C78CCN9C7C(C=CC9)(C(C(C8N6C)(C(=O)OC)O)OC(=O)C)CC)OC)C(=O)OC)O.OS(=O)(=O)O. Drug 2: CN(C(=O)NC(C=O)C(C(C(CO)O)O)O)N=O. Cell line: HCT-15. Synergy scores: CSS=0.853, Synergy_ZIP=0.915, Synergy_Bliss=0.648, Synergy_Loewe=3.21, Synergy_HSA=-1.40. (8) Drug 1: C1CCC(CC1)NC(=O)N(CCCl)N=O. Drug 2: COC1=NC(=NC2=C1N=CN2C3C(C(C(O3)CO)O)O)N. Cell line: SW-620. Synergy scores: CSS=13.6, Synergy_ZIP=-0.452, Synergy_Bliss=5.13, Synergy_Loewe=-2.20, Synergy_HSA=2.86.